Dataset: Catalyst prediction with 721,799 reactions and 888 catalyst types from USPTO. Task: Predict which catalyst facilitates the given reaction. (1) Product: [F:1][C:2]1[CH:3]=[CH:4][C:5]([N:8]2[C:12]([CH2:13][O:14][C:17]3[N:22]=[CH:21][C:20]4[C:23](=[O:29])[N:24]([CH:26]([CH3:27])[CH3:28])[CH2:25][C:19]=4[CH:18]=3)=[C:11]([CH3:15])[N:10]=[N:9]2)=[CH:6][CH:7]=1. Reactant: [F:1][C:2]1[CH:7]=[CH:6][C:5]([N:8]2[C:12]([CH2:13][OH:14])=[C:11]([CH3:15])[N:10]=[N:9]2)=[CH:4][CH:3]=1.O[C:17]1[N:22]=[CH:21][C:20]2[C:23](=[O:29])[N:24]([CH:26]([CH3:28])[CH3:27])[CH2:25][C:19]=2[CH:18]=1.C1(P(C2C=CC=CC=2)C2C=CC=CC=2)C=CC=CC=1.N(C(OCC)=O)=NC(OCC)=O. The catalyst class is: 1. (2) Reactant: Br[C:2]1[C:7]2[N:8]=[C:9]([C:11]3[CH:16]=[CH:15][C:14]([O:17][CH3:18])=[CH:13][CH:12]=3)[S:10][C:6]=2[CH:5]=[C:4]([O:19][CH3:20])[CH:3]=1.[I-:21].[K+].Cl. Product: [I:21][C:2]1[C:7]2[N:8]=[C:9]([C:11]3[CH:16]=[CH:15][C:14]([O:17][CH3:18])=[CH:13][CH:12]=3)[S:10][C:6]=2[CH:5]=[C:4]([O:19][CH3:20])[CH:3]=1. The catalyst class is: 156.